Task: Predict the product of the given reaction.. Dataset: Forward reaction prediction with 1.9M reactions from USPTO patents (1976-2016) (1) The product is: [CH:8]1[CH:9]=[CH:10][C:11]2[NH:12][C:13]3[CH:1]=[N:2][CH:3]=[CH:4][C:5]=3[C:6]=2[CH:7]=1. Given the reactants [CH2:1]1[C:13]2[NH:12][C:11]3[C:6](=[CH:7][CH:8]=[CH:9][CH:10]=3)[C:5]=2[CH2:4][CH2:3][NH:2]1.Cl.NCCC1C2C(=CC=CC=2)NC=1.C(O)(=O)C=O.C(O)C, predict the reaction product. (2) The product is: [Br:1][C:2]1[CH:3]=[CH:4][C:5]([O:9][CH3:10])=[C:6]([O:8][CH:12]2[CH2:16][CH2:15][CH2:14][C:13]2=[O:17])[CH:7]=1. Given the reactants [Br:1][C:2]1[CH:3]=[CH:4][C:5]([O:9][CH3:10])=[C:6]([OH:8])[CH:7]=1.Cl[CH:12]1[CH2:16][CH2:15][CH2:14][C:13]1=[O:17].C(=O)([O-])[O-].[K+].[K+].CN(C=O)C, predict the reaction product. (3) Given the reactants N1CC[C@H]([N:6]2[CH:10]=[C:9]([C:11]3[N:12]=[C:13]([OH:21])[C:14]4[CH:20]=[CH:19][N:18]=[CH:17][C:15]=4[N:16]=3)[CH:8]=[N:7]2)C1.[C:22]([O:26][C:27]([N:29]1[CH2:34][CH2:33][CH:32]([C:35]([OH:37])=O)[CH2:31][CH2:30]1)=[O:28])([CH3:25])([CH3:24])[CH3:23].CC[N:40]([CH:44]([CH3:46])C)[CH:41]([CH3:43])C.CN(C(ON1N=NC2C=CC=NC1=2)=[N+](C)C)C.F[P-](F)(F)(F)(F)F, predict the reaction product. The product is: [OH:21][C:13]1[C:14]2[CH:20]=[CH:19][N:18]=[CH:17][C:15]=2[N:16]=[C:11]([C:9]2[C:10]([C@H:46]3[CH2:43][CH2:41][N:40]([C:35]([CH:32]4[CH2:31][CH2:30][N:29]([C:27]([O:26][C:22]([CH3:23])([CH3:24])[CH3:25])=[O:28])[CH2:34][CH2:33]4)=[O:37])[CH2:44]3)=[N:6][NH:7][CH:8]=2)[N:12]=1. (4) Given the reactants [CH3:1][N:2]([CH3:48])[CH2:3][CH2:4][NH:5][C:6]([C:8]1[CH:13]=[CH:12][C:11](NC(NC2C=CC(C3N=C(N4CCOCC4)C4N=NN(C5C=C(C=CC=5)C(O)=O)C=4N=3)=CC=2)=O)=[CH:10][CH:9]=1)=[O:7].N.CCN(CC)CC.C1C=CC2N(O)N=NC=2C=1.CCN=C=NCCCN(C)C, predict the reaction product. The product is: [CH3:1][N:2]([CH3:48])[CH2:3][CH2:4][NH:5][C:6](=[O:7])[C:8]1[CH:13]=[CH:12][CH:11]=[CH:10][CH:9]=1. (5) Given the reactants [Se](=O)=[O:2].[F:4][C:5]1[CH:6]=[C:7]2[C:12](=[CH:13][CH:14]=1)[N:11]=[C:10]([CH3:15])[CH:9]=[CH:8]2, predict the reaction product. The product is: [F:4][C:5]1[CH:6]=[C:7]2[C:12](=[CH:13][CH:14]=1)[N:11]=[C:10]([CH:15]=[O:2])[CH:9]=[CH:8]2. (6) Given the reactants [NH2:1][C:2]1[CH:7]=[CH:6][C:5]([N:8]2[C:12]3[C:13]4[S:17][C:16]([NH:18][C:19](=[O:21])[CH3:20])=[N:15][C:14]=4[CH2:22][CH2:23][C:11]=3[C:10]([CH:24]3[CH2:26][CH2:25]3)=[N:9]2)=[C:4]([Cl:27])[CH:3]=1.C=O.[C:30](O[BH3-])(=O)C.[Na+].C([O-])(=O)C.[Na+].C(=O)([O-])O.[Na+], predict the reaction product. The product is: [Cl:27][C:4]1[CH:3]=[C:2]([NH:1][CH3:30])[CH:7]=[CH:6][C:5]=1[N:8]1[C:12]2[C:13]3[S:17][C:16]([NH:18][C:19](=[O:21])[CH3:20])=[N:15][C:14]=3[CH2:22][CH2:23][C:11]=2[C:10]([CH:24]2[CH2:25][CH2:26]2)=[N:9]1. (7) Given the reactants [Br:1][C:2]1[CH:10]=[CH:9][C:5]([C:6](O)=[O:7])=[C:4]([CH2:11][CH2:12][CH:13]([CH3:15])[CH3:14])[CH:3]=1.[CH3:16][S:17]([NH2:20])(=[O:19])=[O:18].Cl.C(N=C=NCCCN(C)C)C, predict the reaction product. The product is: [Br:1][C:2]1[CH:10]=[CH:9][C:5]([C:6]([NH:20][S:17]([CH3:16])(=[O:19])=[O:18])=[O:7])=[C:4]([CH2:11][CH2:12][CH:13]([CH3:15])[CH3:14])[CH:3]=1. (8) Given the reactants CCO.[CH3:4][O:5][C:6]([C:8]1[C:9]([OH:27])=[C:10]2[C:15](=[CH:16][N:17]=1)[N:14]([CH2:18][C:19]1[CH:24]=[CH:23][CH:22]=[CH:21][CH:20]=1)[C:13](=[O:25])[C:12](Br)=[CH:11]2)=[O:7].C([O-])(=O)C.[Na+], predict the reaction product. The product is: [CH3:4][O:5][C:6]([C:8]1[C:9]([OH:27])=[C:10]2[C:15](=[CH:16][N:17]=1)[N:14]([CH2:18][C:19]1[CH:24]=[CH:23][CH:22]=[CH:21][CH:20]=1)[C:13](=[O:25])[CH2:12][CH2:11]2)=[O:7].